From a dataset of Reaction yield outcomes from USPTO patents with 853,638 reactions. Predict the reaction yield, written as a fraction of the theoretical maximum amount of product (1.0 means a 100% yield; for example, 0.34 means a 34% yield). (1) The reactants are [N+:1]([C:4]1[CH:9]=[CH:8][C:7]([C:10]2[O:14][CH:13]=[N:12][CH:11]=2)=[CH:6][CH:5]=1)([O-])=O.[Sn].Cl. The catalyst is C(O)C. The product is [O:14]1[C:10]([C:7]2[CH:6]=[CH:5][C:4]([NH2:1])=[CH:9][CH:8]=2)=[CH:11][N:12]=[CH:13]1. The yield is 0.900. (2) The reactants are [NH2:1][C:2]1[CH:7]=[CH:6][CH:5]=[CH:4][C:3]=1[C:8]1[NH:9][C:10]2[C:15]([CH:16]=1)=[CH:14][CH:13]=[CH:12][CH:11]=2.[CH3:17][O:18][C:19]1[CH:24]=[CH:23][CH:22]=[CH:21][C:20]=1[CH2:25][C:26](O)=[O:27]. No catalyst specified. The product is [NH:9]1[C:10]2[C:15](=[CH:14][CH:13]=[CH:12][CH:11]=2)[CH:16]=[C:8]1[C:3]1[CH:4]=[CH:5][CH:6]=[CH:7][C:2]=1[NH:1][C:26](=[O:27])[CH2:25][C:20]1[CH:21]=[CH:22][CH:23]=[CH:24][C:19]=1[O:18][CH3:17]. The yield is 0.530.